Predict the reactants needed to synthesize the given product. From a dataset of Full USPTO retrosynthesis dataset with 1.9M reactions from patents (1976-2016). (1) Given the product [C:42]12([CH2:52][C:53]([O:55][CH2:56][CH2:57][O:58][CH2:59][CH2:60][NH:61][C:19](=[O:20])[CH2:18][CH2:17][CH2:16][CH2:15][O:14][C:13]3[C:22]([O:24][CH3:25])=[CH:23][C:10]([CH2:9][C:5]4[C:6]([NH2:8])=[N:7][C:2]([NH2:1])=[N:3][CH:4]=4)=[CH:11][C:12]=3[O:26][CH3:27])=[O:54])[CH2:49][CH:48]3[CH2:47][CH:46]([CH2:45][CH:44]([CH2:50]3)[CH2:43]1)[CH2:51]2, predict the reactants needed to synthesize it. The reactants are: [NH2:1][C:2]1[N:7]=[C:6]([NH2:8])[C:5]([CH2:9][C:10]2[CH:23]=[C:22]([O:24][CH3:25])[C:13]([O:14][CH2:15][CH2:16][CH2:17][CH2:18][C:19](O)=[O:20])=[C:12]([O:26][CH3:27])[CH:11]=2)=[CH:4][N:3]=1.C(Cl)CCl.C1C=CC2N(O)N=NC=2C=1.[C:42]12([CH2:52][C:53]([O:55][CH2:56][CH2:57][O:58][CH2:59][CH2:60][NH2:61])=[O:54])[CH2:51][CH:46]3[CH2:47][CH:48]([CH2:50][CH:44]([CH2:45]3)[CH2:43]1)[CH2:49]2.CCN(CC)CC. (2) Given the product [CH3:1][C@:2]1([OH:33])[C@@H:16]2[C:11](=[C:12]([OH:31])[C@:13]3([OH:30])[C:21](=[O:22])[C:20]([C:23]([NH2:25])=[O:24])=[C:19]([OH:26])[C@@H:18]([N:27]([CH3:29])[CH3:28])[C@@H:14]3[C@H:15]2[OH:17])[C:9](=[O:10])[C:8]2[C:7]([OH:32])=[CH:6][CH:5]=[CH:4][C:3]1=2.[CH3:34][C:35]1[C:40]([NH:41][C:42]2[N:47]=[CH:46][CH:45]=[CH:44][C:43]=2[C:48]([OH:50])=[O:49])=[CH:39][CH:38]=[CH:37][C:36]=1[C:51]([F:53])([F:52])[F:54], predict the reactants needed to synthesize it. The reactants are: [CH3:1][C@:2]1([OH:33])[C@@H:16]2[C:11](=[C:12]([OH:31])[C@:13]3([OH:30])[C:21](=[O:22])[C:20]([C:23]([NH2:25])=[O:24])=[C:19]([OH:26])[C@@H:18]([N:27]([CH3:29])[CH3:28])[C@@H:14]3[C@H:15]2[OH:17])[C:9](=[O:10])[C:8]2[C:7]([OH:32])=[CH:6][CH:5]=[CH:4][C:3]1=2.[CH3:34][C:35]1[C:40]([NH:41][C:42]2[N:47]=[CH:46][CH:45]=[CH:44][C:43]=2[C:48]([OH:50])=[O:49])=[CH:39][CH:38]=[CH:37][C:36]=1[C:51]([F:54])([F:53])[F:52]. (3) Given the product [CH3:1][C:2]1([CH3:30])[O:7][CH2:6][C:5]([CH2:8][F:57])([CH2:20][CH2:21][N:22]2[CH:26]=[CH:25][N:24]=[C:23]2[N+:27]([O-:29])=[O:28])[CH2:4][O:3]1, predict the reactants needed to synthesize it. The reactants are: [CH3:1][C:2]1([CH3:30])[O:7][CH2:6][C:5]([CH2:20][CH2:21][N:22]2[CH:26]=[CH:25][N:24]=[C:23]2[N+:27]([O-:29])=[O:28])([CH2:8]OS(C2C=CC(C)=CC=2)(=O)=O)[CH2:4][O:3]1.C1N2CCOCCOCCN(CCOCCOCC2)CCOCCOC1.[F-:57].[K+].C(=O)([O-])[O-].[K+].[K+]. (4) Given the product [Cl:1][C:2]1[CH:3]=[N:4][N:5]([C:7]2[CH:12]=[C:11]([CH3:13])[C:10]([C:14]3[C:15](=[O:23])[CH:16]([CH2:20][CH2:21][NH:22][C:38]([C:40]4[CH:45]=[CH:44][CH:43]=[CH:42][N:41]=4)=[O:37])[CH2:17][C:18]=3[O:19][CH3:46])=[C:9]([CH3:25])[CH:8]=2)[CH:6]=1, predict the reactants needed to synthesize it. The reactants are: [Cl:1][C:2]1[CH:3]=[N:4][N:5]([C:7]2[CH:12]=[C:11]([CH3:13])[C:10]([C:14]3[C:18](=[O:19])[CH2:17][CH:16]([CH2:20][C:21]#[N:22])[C:15]=3[O:23]C)=[C:9]([CH3:25])[CH:8]=2)[CH:6]=1.FC1C(F)=C(F)C(F)=C(F)C=1[O:37][C:38]([C:40]1[CH:45]=[CH:44][CH:43]=[CH:42][N:41]=1)=O.[CH3:46]OCCOC.